From a dataset of Forward reaction prediction with 1.9M reactions from USPTO patents (1976-2016). Predict the product of the given reaction. (1) Given the reactants [H-].[Na+].[C:3]([O:11][CH2:12][CH3:13])(=[O:10])[CH2:4][C:5]([O:7][CH2:8][CH3:9])=[O:6].Br[CH2:15][CH:16]([CH2:43]Br)[CH2:17][C:18]1[CH:23]=[CH:22][C:21]([C:24]2[S:25][C:26]3[C:31]([N:32]=2)=[CH:30][CH:29]=[C:28]([C:33]2([C:36]4[CH:41]=[CH:40][CH:39]=[CH:38][CH:37]=4)[CH2:35][CH2:34]2)[N:27]=3)=[C:20]([F:42])[CH:19]=1, predict the reaction product. The product is: [F:42][C:20]1[CH:19]=[C:18]([CH2:17][CH:16]2[CH2:43][C:4]([C:5]([O:7][CH2:8][CH3:9])=[O:6])([C:3]([O:11][CH2:12][CH3:13])=[O:10])[CH2:15]2)[CH:23]=[CH:22][C:21]=1[C:24]1[S:25][C:26]2[C:31]([N:32]=1)=[CH:30][CH:29]=[C:28]([C:33]1([C:36]3[CH:37]=[CH:38][CH:39]=[CH:40][CH:41]=3)[CH2:34][CH2:35]1)[N:27]=2. (2) Given the reactants [NH2:1][C:2]1[CH:3]=[CH:4][C:5]([O:8][CH3:9])=[N:6][CH:7]=1.C([O-])(=O)C.[Na+].[Br:15]Br.S([O-])([O-])(=O)=S.[Na+].[Na+], predict the reaction product. The product is: [NH2:1][C:2]1[C:7]([Br:15])=[N:6][C:5]([O:8][CH3:9])=[CH:4][CH:3]=1. (3) Given the reactants [CH3:1][S:2]([C:5]1[CH:10]=C(OC)[C:8]([N+:13]([O-])=O)=[CH:7][N:6]=1)(=[O:4])=[O:3].[Cl:16][C:17]1[CH:18]=[C:19]([S:24]([NH:27]C2C(OC)=NC(SC)=CN=2)(=[O:26])=[O:25])[CH:20]=[C:21]([Cl:23])[CH:22]=1.[CH3:38][O:39]C1C([N+]([O-])=O)=CN=C(SC)C=1, predict the reaction product. The product is: [Cl:23][C:21]1[CH:20]=[C:19]([S:24]([NH:27][C:8]2[C:7]([O:39][CH3:38])=[N:6][C:5]([S:2]([CH3:1])(=[O:3])=[O:4])=[CH:10][N:13]=2)(=[O:26])=[O:25])[CH:18]=[C:17]([Cl:16])[CH:22]=1. (4) Given the reactants [CH2:1]([O:8][C:9]1[C:10]([C:31](O)=[O:32])=[N:11][C:12]([CH2:16][C:17]2([N:22]3[C:26]4=[N:27][CH:28]=[CH:29][CH:30]=[C:25]4[CH:24]=[CH:23]3)[CH2:21][CH2:20][CH2:19][CH2:18]2)=[N:13][C:14]=1[OH:15])[C:2]1[CH:7]=[CH:6][CH:5]=[CH:4][CH:3]=1.C(N(CC)C(C)C)(C)C.[Si:43]([O:50][CH2:51][CH2:52][NH:53][CH3:54])([C:46]([CH3:49])([CH3:48])[CH3:47])([CH3:45])[CH3:44].CN(C(ON1N=NC2C=CC=NC1=2)=[N+](C)C)C.F[P-](F)(F)(F)(F)F, predict the reaction product. The product is: [Si:43]([O:50][CH2:51][CH2:52][N:53]([CH3:54])[C:31]([C:10]1[C:9]([O:8][CH2:1][C:2]2[CH:7]=[CH:6][CH:5]=[CH:4][CH:3]=2)=[C:14]([OH:15])[N:13]=[C:12]([CH2:16][C:17]2([N:22]3[C:26]4=[N:27][CH:28]=[CH:29][CH:30]=[C:25]4[CH:24]=[CH:23]3)[CH2:18][CH2:19][CH2:20][CH2:21]2)[N:11]=1)=[O:32])([C:46]([CH3:49])([CH3:48])[CH3:47])([CH3:44])[CH3:45]. (5) Given the reactants Cl.ON[C:4]([C:6]1[CH2:7][CH2:8][NH:9][CH2:10][CH:11]=1)=[O:5].[CH3:12][O:13][C:14]1[CH:22]=[CH:21][C:17]([C:18](Cl)=[O:19])=[CH:16][CH:15]=1.C[CH2:24][O:25]C(C)=O, predict the reaction product. The product is: [CH3:12][O:13][C:14]1[CH:22]=[CH:21][C:17]([C:18]([N:9]2[CH2:10][CH:11]=[C:6]([C:4]([O:25][CH3:24])=[O:5])[CH2:7][CH2:8]2)=[O:19])=[CH:16][CH:15]=1. (6) Given the reactants [O:1]=[C:2]1[N:6]([C:7]2[CH:12]=[CH:11][C:10]([N:13]3[CH2:18][CH2:17][O:16][CH2:15][C:14]3=[O:19])=[CH:9][CH:8]=2)[CH2:5][C@H:4]([CH2:20][N:21]2C(=O)C3C(=CC=CC=3)C2=O)[O:3]1.CO.CN, predict the reaction product. The product is: [NH2:21][CH2:20][C@@H:4]1[O:3][C:2](=[O:1])[N:6]([C:7]2[CH:12]=[CH:11][C:10]([N:13]3[CH2:18][CH2:17][O:16][CH2:15][C:14]3=[O:19])=[CH:9][CH:8]=2)[CH2:5]1. (7) Given the reactants O=[C:2]1[C:11]2[CH2:10][CH2:9][N:8]([C:12]([CH:14]3[C:16]([CH3:18])([CH3:17])[C:15]3([CH3:20])[CH3:19])=[O:13])[CH2:7][C:6]=2[NH:5][C:4]2[CH:21]=[CH:22][CH:23]=[C:24]([C:25]([O:27]C)=O)[C:3]1=2.O.[NH2:30][NH2:31], predict the reaction product. The product is: [CH3:18][C:16]1([CH3:17])[C:15]([CH3:20])([CH3:19])[CH:14]1[C:12]([N:8]1[CH2:7][C:6]2[NH:5][C:4]3[CH:21]=[CH:22][CH:23]=[C:24]4[C:25](=[O:27])[NH:30][N:31]=[C:2]([C:3]=34)[C:11]=2[CH2:10][CH2:9]1)=[O:13].